This data is from TCR-epitope binding with 47,182 pairs between 192 epitopes and 23,139 TCRs. The task is: Binary Classification. Given a T-cell receptor sequence (or CDR3 region) and an epitope sequence, predict whether binding occurs between them. (1) The epitope is HLVDFQVTI. The TCR CDR3 sequence is CASSLGLNTEAFF. Result: 1 (the TCR binds to the epitope). (2) The epitope is TLDSKTQSL. The TCR CDR3 sequence is CASSFGQGSGVELFF. Result: 0 (the TCR does not bind to the epitope). (3) The epitope is LLLGIGILV. The TCR CDR3 sequence is CASSTPGTGSSPLHF. Result: 0 (the TCR does not bind to the epitope).